This data is from Catalyst prediction with 721,799 reactions and 888 catalyst types from USPTO. The task is: Predict which catalyst facilitates the given reaction. (1) Reactant: F[P-](F)(F)(F)(F)F.N1(OC(N(C)C)=[N+](C)C)C2N=CC=CC=2N=N1.[O:25]1[C:30]2([CH2:35][CH2:34][N:33]([CH2:36][C:37]3[CH:38]=[C:39]([CH2:44][CH2:45][OH:46])[CH:40]=[C:41]([F:43])[CH:42]=3)[CH2:32][CH2:31]2)[CH2:29][NH:28][CH2:27][CH2:26]1.[CH:47]1([C:51]2[S:52][CH:53]=[C:54]([C:56](O)=[O:57])[N:55]=2)[CH2:50][CH2:49][CH2:48]1.C(N(CC)CC)C. Product: [CH:47]1([C:51]2[S:52][CH:53]=[C:54]([C:56]([N:28]3[CH2:29][C:30]4([CH2:35][CH2:34][N:33]([CH2:36][C:37]5[CH:38]=[C:39]([CH2:44][CH2:45][OH:46])[CH:40]=[C:41]([F:43])[CH:42]=5)[CH2:32][CH2:31]4)[O:25][CH2:26][CH2:27]3)=[O:57])[N:55]=2)[CH2:48][CH2:49][CH2:50]1. The catalyst class is: 3. (2) Reactant: [NH:1]1[CH2:6][CH2:5][NH:4][CH2:3][C:2]1=[O:7].C(N(CC)CC)C.[Cl:15][C:16]1[CH:24]=[CH:23][C:19]([C:20](Cl)=[O:21])=[C:18]([C:25]([F:28])([F:27])[F:26])[CH:17]=1. Product: [Cl:15][C:16]1[CH:24]=[CH:23][C:19]([C:20]([N:4]2[CH2:5][CH2:6][NH:1][C:2](=[O:7])[CH2:3]2)=[O:21])=[C:18]([C:25]([F:26])([F:27])[F:28])[CH:17]=1. The catalyst class is: 4. (3) Reactant: [CH2:1]([NH2:8])[C:2]1[CH:7]=[CH:6][CH:5]=[CH:4][CH:3]=1.CC1(C)[O:17][C:16](=O)[C:13]2([CH2:15][CH2:14]2)[C:12](=[O:19])[O:11]1. Product: [CH2:1]([N:8]1[CH2:15][CH2:14][CH:13]([C:12]([OH:19])=[O:11])[C:16]1=[O:17])[C:2]1[CH:7]=[CH:6][CH:5]=[CH:4][CH:3]=1. The catalyst class is: 8. (4) Reactant: [Cl:1][C:2]1[CH:3]=[C:4]([CH:7]=[C:8]([O:10][C:11]2[C:16](=[O:17])[N:15]([CH2:18][C:19]3[C:24]([O:25]C)=[N:23][CH:22]=[CH:21][N:20]=3)[CH:14]=[N:13][C:12]=2[C:27]([F:30])([F:29])[F:28])[CH:9]=1)[C:5]#[N:6].C[Si](Cl)(C)C.O. Product: [Cl:1][C:2]1[CH:3]=[C:4]([CH:7]=[C:8]([O:10][C:11]2[C:16](=[O:17])[N:15]([CH2:18][C:19]3[C:24](=[O:25])[NH:23][CH:22]=[CH:21][N:20]=3)[CH:14]=[N:13][C:12]=2[C:27]([F:29])([F:30])[F:28])[CH:9]=1)[C:5]#[N:6]. The catalyst class is: 4.